The task is: Predict the reactants needed to synthesize the given product.. This data is from Retrosynthesis with 50K atom-mapped reactions and 10 reaction types from USPTO. (1) Given the product O=C(O)C(F)(F)F, predict the reactants needed to synthesize it. The reactants are: CNC.Cc1nnc2n1-c1ccc(-c3cncc(C(C)(C)C(=O)O)c3)cc1CC2. (2) Given the product CC(C)=CC(=O)Sc1ccc(Br)cc1, predict the reactants needed to synthesize it. The reactants are: CC(C)=CC(=O)Cl.Sc1ccc(Br)cc1. (3) Given the product CC(=O)N1CCC2(CC1)C(=O)c1ccccc1Sc1ccccc12, predict the reactants needed to synthesize it. The reactants are: CC(=O)N1CCC(C(=O)Cl)(c2ccccc2Sc2ccccc2)CC1. (4) Given the product COc1ccc(Br)cc1S(=O)(=O)Nc1cncc(C(=O)NC2CCCCC2)c1, predict the reactants needed to synthesize it. The reactants are: COc1ccc(Br)cc1S(=O)(=O)Nc1cncc(C(=O)O)c1.NC1CCCCC1. (5) Given the product CC(C)(C)OC(=O)N1CCN(c2ccc(-c3ccc(F)cc3)c(-c3ccnc(Cl)c3)n2)CC1, predict the reactants needed to synthesize it. The reactants are: CC(C)(C)OC(=O)N1CCN(c2ccc(Br)c(-c3ccnc(Cl)c3)n2)CC1.OB(O)c1ccc(F)cc1. (6) Given the product COc1cc2nccc(Oc3ccc(C)nc3-c3cccc(C)c3)c2cc1OC, predict the reactants needed to synthesize it. The reactants are: COc1cc2nccc(Oc3ccc(C)nc3I)c2cc1OC.Cc1cccc(B(O)O)c1.